This data is from Reaction yield outcomes from USPTO patents with 853,638 reactions. The task is: Predict the reaction yield, written as a fraction of the theoretical maximum amount of product (1.0 means a 100% yield; for example, 0.34 means a 34% yield). The reactants are I[C:2]1[S:6][CH:5]=[C:4]([CH:7]=[O:8])[CH:3]=1.[CH:9](/B(O)O)=[CH:10]\[C:11]1[CH:16]=[CH:15][CH:14]=[CH:13][CH:12]=1.ClC1C=CC(CC2C=C(C=O)SC=2)=CC=1. No catalyst specified. The product is [CH:9](/[C:2]1[S:6][CH:5]=[C:4]([CH:7]=[O:8])[CH:3]=1)=[CH:10]\[C:11]1[CH:16]=[CH:15][CH:14]=[CH:13][CH:12]=1. The yield is 0.200.